This data is from Full USPTO retrosynthesis dataset with 1.9M reactions from patents (1976-2016). The task is: Predict the reactants needed to synthesize the given product. (1) Given the product [ClH:26].[C:19](=[O:25])([O:1][CH2:2][CH2:3][NH:4][CH3:5])[O:20][CH2:21][CH2:22][O:23][CH3:24], predict the reactants needed to synthesize it. The reactants are: [OH:1][CH2:2][CH2:3][N:4](C)[C:5](=O)OC(C)(C)C.N1C=CC=CC=1.[C:19]([Cl:26])(=[O:25])[O:20][CH2:21][CH2:22][O:23][CH3:24].O. (2) Given the product [CH:1]1([C:4]2([C:19]3[C:18]4[C:22](=[C:23]([CH2:25][S:26][CH3:27])[CH:24]=[C:16]([F:15])[CH:17]=4)[NH:21][CH:20]=3)[C:12]3[C:7](=[CH:8][C:9]([F:13])=[CH:10][CH:11]=3)[CH2:6][CH2:5]2)[CH2:3][CH2:2]1, predict the reactants needed to synthesize it. The reactants are: [CH:1]1([C:4]2(O)[C:12]3[C:7](=[CH:8][C:9]([F:13])=[CH:10][CH:11]=3)[CH2:6][CH2:5]2)[CH2:3][CH2:2]1.[F:15][C:16]1[CH:17]=[C:18]2[C:22](=[C:23]([CH2:25][S:26][CH3:27])[CH:24]=1)[NH:21][CH:20]=[CH:19]2.FC(F)(F)C(O)=O.[Cl-].[NH4+]. (3) Given the product [CH:29]1([C:32]2[CH:38]=[CH:37][C:35]([NH:36][C:22]([C:20]3[C:19]4[O:18][C:17]([CH3:26])([CH3:27])[CH2:16][C:15]=4[C:12]4[N:13]([CH3:14])[C:9]([NH:8][C:7]5[C:2]([Cl:1])=[CH:3][N:4]=[CH:5][C:6]=5[Cl:28])=[N:10][C:11]=4[CH:21]=3)=[O:24])=[CH:34][CH:33]=2)[CH2:31][CH2:30]1, predict the reactants needed to synthesize it. The reactants are: [Cl:1][C:2]1[CH:3]=[N:4][CH:5]=[C:6]([Cl:28])[C:7]=1[NH:8][C:9]1[N:13]([CH3:14])[C:12]2[C:15]3[CH2:16][C:17]([CH3:27])([CH3:26])[O:18][C:19]=3[C:20]([C:22]([O:24]C)=O)=[CH:21][C:11]=2[N:10]=1.[CH:29]1([C:32]2[CH:38]=[CH:37][C:35]([NH2:36])=[CH:34][CH:33]=2)[CH2:31][CH2:30]1.C[Al](C)C. (4) Given the product [CH:2]([C:3]1[CH:8]=[CH:7][CH:6]=[CH:5][C:4]=1[NH:9][S:10]([CH3:13])(=[O:12])=[O:11])=[O:1], predict the reactants needed to synthesize it. The reactants are: [OH:1][CH2:2][C:3]1[CH:8]=[CH:7][CH:6]=[CH:5][C:4]=1[NH:9][S:10]([CH3:13])(=[O:12])=[O:11]. (5) Given the product [Br:1][C:2]1[CH:7]=[CH:6][C:5]([CH2:8][CH2:9][C:10]([C:16]2[CH:21]=[CH:20][CH:19]=[CH:18][CH:17]=2)=[O:11])=[CH:4][CH:3]=1, predict the reactants needed to synthesize it. The reactants are: [Br:1][C:2]1[CH:7]=[CH:6][C:5]([CH2:8][CH2:9][C:10](N(OC)C)=[O:11])=[CH:4][CH:3]=1.[C:16]1([Mg]Br)[CH:21]=[CH:20][CH:19]=[CH:18][CH:17]=1. (6) Given the product [F:46][C:47]1[CH:48]=[C:49]([CH:88]=[CH:89][CH:90]=1)[CH2:50][N:51]1[CH:55]=[C:54]([C:56]2[C:64]3[C:59](=[N:60][CH:61]=[C:62]([C:65]4[CH:66]=[CH:67][C:68]([N:71]5[CH2:76][CH2:75][CH:74]([OH:77])[CH2:73][CH2:72]5)=[N:69][CH:70]=4)[CH:63]=3)[NH:58][CH:57]=2)[CH:53]=[N:52]1, predict the reactants needed to synthesize it. The reactants are: Cl.FC1C=C(C=CC=1)CN1C=C(C2C3C(=NC=C(C4C=CC(C5CCNCC5)=CC=4)C=3)N(S(C3C=CC(C)=CC=3)(=O)=O)C=2)C=N1.[F:46][C:47]1[CH:48]=[C:49]([CH:88]=[CH:89][CH:90]=1)[CH2:50][N:51]1[CH:55]=[C:54]([C:56]2[C:64]3[C:59](=[N:60][CH:61]=[C:62]([C:65]4[CH:66]=[CH:67][C:68]([N:71]5[CH2:76][CH2:75][CH:74]([OH:77])[CH2:73][CH2:72]5)=[N:69][CH:70]=4)[CH:63]=3)[N:58](S(C3C=CC(C)=CC=3)(=O)=O)[CH:57]=2)[CH:53]=[N:52]1.[OH-].[Li+].